From a dataset of Forward reaction prediction with 1.9M reactions from USPTO patents (1976-2016). Predict the product of the given reaction. Given the reactants [F:1][C:2]1[CH:8]=[C:7]([C:9]2[N:10]=[C:11]([N:20]3[CH2:25][CH2:24][O:23][CH2:22][C@@H:21]3[CH3:26])[C:12]3[CH2:18][CH2:17][N:16]([CH3:19])[CH2:15][C:13]=3[N:14]=2)[C:6]([F:27])=[CH:5][C:3]=1[NH2:4].[CH2:28]([N:30]=[C:31]=[O:32])[CH3:29], predict the reaction product. The product is: [F:1][C:2]1[CH:8]=[C:7]([C:9]2[N:10]=[C:11]([N:20]3[CH2:25][CH2:24][O:23][CH2:22][C@@H:21]3[CH3:26])[C:12]3[CH2:18][CH2:17][N:16]([CH3:19])[CH2:15][C:13]=3[N:14]=2)[C:6]([F:27])=[CH:5][C:3]=1[NH:4][C:31]([NH:30][CH2:28][CH3:29])=[O:32].